The task is: Predict the reaction yield, written as a fraction of the theoretical maximum amount of product (1.0 means a 100% yield; for example, 0.34 means a 34% yield).. This data is from Reaction yield outcomes from USPTO patents with 853,638 reactions. (1) The reactants are CC(C)([O-])C.[K+].C(O)(C)(C)C.[Br:12][C:13]1[CH:18]=[CH:17][C:16]([NH:19][C:20](=[O:22])[CH3:21])=[C:15]([C:23]([C:25]2[S:26][CH:27]=[CH:28][CH:29]=2)=O)[CH:14]=1.Cl. The catalyst is O1CCOCC1. The product is [Br:12][C:13]1[CH:14]=[C:15]2[C:16](=[CH:17][CH:18]=1)[NH:19][C:20](=[O:22])[CH:21]=[C:23]2[C:25]1[S:26][CH:27]=[CH:28][CH:29]=1. The yield is 0.850. (2) The reactants are [NH2:1]OS(O)(=O)=O.[CH2:7]([S:9][CH2:10][CH3:11])[CH3:8].[OH-].[Na+].[Cl:14][C:15]1[CH:16]=[C:17]([CH3:27])[C:18]2[NH:23]C(=O)[O:21][C:20](=O)[C:19]=2[CH:26]=1. The catalyst is O.C1(C)C(C)=CC=CC=1. The product is [NH2:23][C:18]1[C:17]([CH3:27])=[CH:16][C:15]([Cl:14])=[CH:26][C:19]=1[C:20]([N:1]=[S:9]([CH2:10][CH3:11])[CH2:7][CH3:8])=[O:21]. The yield is 0.607. (3) The reactants are [Cl:1][C:2]1[CH:6]=[CH:5][S:4][C:3]=1[C:7]1[O:11][N:10]=[C:9]([C:12]2[CH:17]=[CH:16][C:15]([N+:18]([O-])=O)=[CH:14][CH:13]=2)[N:8]=1. The catalyst is C(O)C.[Pd]. The product is [NH2:18][C:15]1[CH:16]=[CH:17][C:12]([C:9]2[N:8]=[C:7]([C:3]3[S:4][CH:5]=[CH:6][C:2]=3[Cl:1])[O:11][N:10]=2)=[CH:13][CH:14]=1. The yield is 0.250. (4) The reactants are [F:1][C@H:2]1[C@H:7]2[NH:8]C(=O)[O:10][C@H:6]2[CH2:5][C@H:4]([CH2:12][OH:13])[C@H:3]1[OH:14].[Li+].[OH-]. The catalyst is O.CO. The product is [NH2:8][C@@H:7]1[C@H:2]([F:1])[C@H:3]([OH:14])[C@@H:4]([CH2:12][OH:13])[CH2:5][C@@H:6]1[OH:10]. The yield is 0.800. (5) The reactants are [Si]([O:8][C@@H:9]1[C@@:26]2([CH3:27])[C:13](=[CH:14][CH:15]=[C:16]3[C@@H:25]2[CH2:24][CH2:23][C@@:21]2([CH3:22])[C@H:17]3[CH2:18][CH:19]=[C:20]2[CH2:28][O:29][CH2:30][CH2:31][C:32]([OH:35])([CH3:34])[CH3:33])[CH2:12][C@@H:11]([O:36][Si](C(C)(C)C)(C)C)[CH2:10]1)(C(C)(C)C)(C)C.O1CCCC1.[F-].C([N+](CCCC)(CCCC)CCCC)CCC. No catalyst specified. The product is [OH:8][C@@H:9]1[C@@:26]2([CH3:27])[C:13](=[CH:14][CH:15]=[C:16]3[C@@H:25]2[CH2:24][CH2:23][C@@:21]2([CH3:22])[C@H:17]3[CH2:18][CH:19]=[C:20]2[CH2:28][O:29][CH2:30][CH2:31][C:32]([OH:35])([CH3:34])[CH3:33])[CH2:12][C@@H:11]([OH:36])[CH2:10]1. The yield is 0.820. (6) The reactants are [Br:1][C:2]1[CH:3]=[C:4]([NH2:10])[C:5]([O:8][CH3:9])=[N:6][CH:7]=1.[F:11][C:12]1[CH:17]=[C:16]([F:18])[CH:15]=[CH:14][C:13]=1[S:19](Cl)(=[O:21])=[O:20].[OH-].[Na+]. The catalyst is N1C=CC=CC=1. The product is [Br:1][C:2]1[CH:3]=[C:4]([NH:10][S:19]([C:13]2[CH:14]=[CH:15][C:16]([F:18])=[CH:17][C:12]=2[F:11])(=[O:21])=[O:20])[C:5]([O:8][CH3:9])=[N:6][CH:7]=1. The yield is 0.891.